This data is from Peptide-MHC class I binding affinity with 185,985 pairs from IEDB/IMGT. The task is: Regression. Given a peptide amino acid sequence and an MHC pseudo amino acid sequence, predict their binding affinity value. This is MHC class I binding data. The MHC is HLA-B44:02 with pseudo-sequence HLA-B44:02. The peptide sequence is KEGVFHTMW. The binding affinity (normalized) is 0.768.